This data is from Catalyst prediction with 721,799 reactions and 888 catalyst types from USPTO. The task is: Predict which catalyst facilitates the given reaction. (1) Reactant: [F:1][C:2]([F:38])([F:37])[C:3]1[CH:4]=[C:5]([C@H:13]([O:15][C@H:16]2[CH2:24][N:23]3[C@@H:18]([CH2:19][CH:20]([C:26](O)([CH3:28])[CH3:27])[CH2:21][C:22]3=[O:25])[C@@H:17]2[C:30]2[CH:35]=[CH:34][C:33]([F:36])=[CH:32][CH:31]=2)[CH3:14])[CH:6]=[C:7]([C:9]([F:12])([F:11])[F:10])[CH:8]=1. Product: [F:1][C:2]([F:37])([F:38])[C:3]1[CH:4]=[C:5]([C@H:13]([O:15][C@H:16]2[CH2:24][N:23]3[C@@H:18]([CH2:19][CH:20]([C:26]([NH:23][C:22](=[O:25])[CH3:21])([CH3:28])[CH3:27])[CH2:21][C:22]3=[O:25])[C@@H:17]2[C:30]2[CH:35]=[CH:34][C:33]([F:36])=[CH:32][CH:31]=2)[CH3:14])[CH:6]=[C:7]([C:9]([F:11])([F:12])[F:10])[CH:8]=1. The catalyst class is: 10. (2) Reactant: [N+:1]([C:4]12S[CH:9]1[CH:8]=[CH:7][CH:6]1[S:11][CH:5]21)([O-:3])=[O:2].[BH4-].[Na+].Cl. Product: [N+:1]([C:4]1[CH:5]=[C:6]([SH:11])[CH:7]=[CH:8][CH:9]=1)([O-:3])=[O:2]. The catalyst class is: 1. (3) Reactant: [C:1]([OH:20])(=[O:19])[CH2:2][CH2:3][CH2:4][CH2:5][CH2:6][CH2:7][CH2:8][CH2:9][CH2:10][CH2:11][CH2:12][CH2:13][CH2:14][CH2:15][CH2:16][CH2:17][CH3:18].[OH-].[Zn+2:22].[OH-]. Product: [C:1]([O-:20])(=[O:19])[CH2:2][CH2:3][CH2:4][CH2:5][CH2:6][CH2:7][CH2:8][CH2:9][CH2:10][CH2:11][CH2:12][CH2:13][CH2:14][CH2:15][CH2:16][CH2:17][CH3:18].[Zn+2:22].[C:1]([O-:20])(=[O:19])[CH2:2][CH2:3][CH2:4][CH2:5][CH2:6][CH2:7][CH2:8][CH2:9][CH2:10][CH2:11][CH2:12][CH2:13][CH2:14][CH2:15][CH2:16][CH2:17][CH3:18]. The catalyst class is: 8. (4) Reactant: O[CH2:2][C:3]1[CH:12]=[CH:11][C:6]([C:7]([O:9][CH3:10])=[O:8])=[C:5]([N+:13]([O-:15])=[O:14])[CH:4]=1.N1C=CC=CC=1.S(Cl)([Cl:24])=O.C1COCC1. The catalyst class is: 27. Product: [Cl:24][CH2:2][C:3]1[CH:12]=[CH:11][C:6]([C:7]([O:9][CH3:10])=[O:8])=[C:5]([N+:13]([O-:15])=[O:14])[CH:4]=1. (5) Reactant: [Cl:1][C:2]1[N:7]=[C:6](Cl)[C:5]([Cl:9])=[CH:4][N:3]=1.[N:10]1([C:16]([O:18][C:19]([CH3:22])([CH3:21])[CH3:20])=[O:17])[CH2:15][CH2:14][NH:13][CH2:12][CH2:11]1.CCN(C(C)C)C(C)C. Product: [Cl:1][C:2]1[N:7]=[C:6]([N:13]2[CH2:12][CH2:11][N:10]([C:16]([O:18][C:19]([CH3:22])([CH3:21])[CH3:20])=[O:17])[CH2:15][CH2:14]2)[C:5]([Cl:9])=[CH:4][N:3]=1. The catalyst class is: 18.